From a dataset of Catalyst prediction with 721,799 reactions and 888 catalyst types from USPTO. Predict which catalyst facilitates the given reaction. (1) Reactant: [NH2:1][C:2]1[CH:6]=[C:5]([C:7]2[CH:12]=[CH:11][N:10]=[CH:9][CH:8]=2)[S:4][C:3]=1C(O)=O.[OH-].[Na+]. Product: [N:10]1[CH:11]=[CH:12][C:7]([C:5]2[S:4][CH:3]=[C:2]([NH2:1])[CH:6]=2)=[CH:8][CH:9]=1. The catalyst class is: 33. (2) Reactant: [CH2:1]([O:8][C:9]1[CH:14]=[C:13]([C:15]([NH:17][CH2:18][CH3:19])=[O:16])[CH:12]=[CH:11][C:10]=1[N:20]1[C:24]([CH3:25])=[C:23]([C:26](O)=[O:27])[N:22]=[N:21]1)[C:2]1[CH:7]=[CH:6][CH:5]=[CH:4][CH:3]=1.[CH:29]1([NH2:32])[CH2:31][CH2:30]1.C1C=CC2N(O)N=NC=2C=1.CCN=C=NCCCN(C)C. The catalyst class is: 851. Product: [CH2:1]([O:8][C:9]1[CH:14]=[C:13]([C:15]([NH:17][CH2:18][CH3:19])=[O:16])[CH:12]=[CH:11][C:10]=1[N:20]1[C:24]([CH3:25])=[C:23]([C:26]([NH:32][CH:29]2[CH2:31][CH2:30]2)=[O:27])[N:22]=[N:21]1)[C:2]1[CH:3]=[CH:4][CH:5]=[CH:6][CH:7]=1. (3) Product: [F:1][C:2]1[CH:3]=[C:4](/[CH:8]=[CH:9]/[C:10]([O:12][CH3:18])=[O:11])[CH:5]=[CH:6][CH:7]=1. The catalyst class is: 5. Reactant: [F:1][C:2]1[CH:3]=[C:4](/[CH:8]=[CH:9]/[C:10]([OH:12])=[O:11])[CH:5]=[CH:6][CH:7]=1.OS(O)(=O)=O.[C:18]([O-])([O-])=O.[Na+].[Na+]. (4) Reactant: [CH3:1][N:2]1[CH2:7][CH2:6][CH:5]([N:8]2[CH2:13][CH2:12][NH:11][CH2:10][CH2:9]2)[CH2:4][CH2:3]1.CN1CCOCC1.[CH3:21][O:22][C:23]1[CH:28]=[C:27]([CH3:29])[C:26]([S:30]([N:33]2[C@H:42]([CH2:43][O:44][CH2:45][C:46](O)=[O:47])[CH2:41][C:40]3[C:35](=[CH:36][CH:37]=[CH:38][CH:39]=3)[CH2:34]2)(=[O:32])=[O:31])=[C:25]([CH3:49])[CH:24]=1.F[P-](F)(F)(F)(F)F.N1(O[P+](N(C)C)(N(C)C)N(C)C)C2C=CC=CC=2N=N1. Product: [CH3:21][O:22][C:23]1[CH:24]=[C:25]([CH3:49])[C:26]([S:30]([N:33]2[C@H:42]([CH2:43][O:44][CH2:45][C:46]([N:11]3[CH2:12][CH2:13][N:8]([CH:5]4[CH2:4][CH2:3][N:2]([CH3:1])[CH2:7][CH2:6]4)[CH2:9][CH2:10]3)=[O:47])[CH2:41][C:40]3[C:35](=[CH:36][CH:37]=[CH:38][CH:39]=3)[CH2:34]2)(=[O:32])=[O:31])=[C:27]([CH3:29])[CH:28]=1. The catalyst class is: 9. (5) Reactant: [Br:1][C:2]1[CH:9]=[CH:8][C:5]([CH2:6][OH:7])=[CH:4][CH:3]=1.CN(C)C=O.[H-].[Na+].F[C:18]1[CH:23]=[C:22]([CH3:24])[CH:21]=[CH:20][N:19]=1. Product: [Br:1][C:2]1[CH:9]=[CH:8][C:5]([CH2:6][O:7][C:18]2[CH:23]=[C:22]([CH3:24])[CH:21]=[CH:20][N:19]=2)=[CH:4][CH:3]=1. The catalyst class is: 6. (6) Reactant: [C:1]([O:5][C:6]([N:8]([C:29]([O:31][C:32]([CH3:35])([CH3:34])[CH3:33])=[O:30])[C:9]1[CH:14]=[CH:13][C:12]([C:15]2[CH2:20][CH2:19][N:18]([C:21]([O:23][C:24]([CH3:27])([CH3:26])[CH3:25])=[O:22])[CH2:17][CH:16]=2)=[CH:11][C:10]=1[Cl:28])=[O:7])([CH3:4])([CH3:3])[CH3:2]. Product: [C:1]([O:5][C:6]([N:8]([C:29]([O:31][C:32]([CH3:35])([CH3:34])[CH3:33])=[O:30])[C:9]1[CH:14]=[CH:13][C:12]([CH:15]2[CH2:20][CH2:19][N:18]([C:21]([O:23][C:24]([CH3:25])([CH3:26])[CH3:27])=[O:22])[CH2:17][CH2:16]2)=[CH:11][C:10]=1[Cl:28])=[O:7])([CH3:2])([CH3:3])[CH3:4]. The catalyst class is: 43.